From a dataset of Catalyst prediction with 721,799 reactions and 888 catalyst types from USPTO. Predict which catalyst facilitates the given reaction. (1) Reactant: [Cl:1][C:2]1[CH:7]=[CH:6][C:5]([S:8](Cl)(=[O:10])=[O:9])=[CH:4][CH:3]=1.[N-:12]=[N+:13]=[N-:14].[Na+]. Product: [Cl:1][C:2]1[CH:7]=[CH:6][C:5]([S:8]([N:12]=[N+:13]=[N-:14])(=[O:10])=[O:9])=[CH:4][CH:3]=1. The catalyst class is: 30. (2) Reactant: [CH3:1][N:2]([CH3:62])[C:3](=[O:61])[O:4][C:5]1[CH:10]=[CH:9][C:8]([CH2:11][CH2:12][NH:13][C:14]([N:16]2[CH2:21][CH2:20][CH:19]([NH:22][C:23]3[CH:28]=[CH:27][C:26]([CH2:29][CH2:30][NH:31][CH2:32][C@H:33]([OH:60])[CH2:34][O:35][C:36]4[CH:41]=[CH:40][C:39]([O:42][Si](C(C)(C)C)(C5C=CC=CC=5)C5C=CC=CC=5)=[CH:38][CH:37]=4)=[CH:25][CH:24]=3)[CH2:18][CH2:17]2)=[O:15])=[CH:7][CH:6]=1. Product: [OH:60][C@H:33]([CH2:34][O:35][C:36]1[CH:37]=[CH:38][C:39]([OH:42])=[CH:40][CH:41]=1)[CH2:32][NH:31][CH2:30][CH2:29][C:26]1[CH:25]=[CH:24][C:23]([NH:22][CH:19]2[CH2:20][CH2:21][N:16]([C:14]([NH:13][CH2:12][CH2:11][C:8]3[CH:9]=[CH:10][C:5]([O:4][C:3](=[O:61])[N:2]([CH3:1])[CH3:62])=[CH:6][CH:7]=3)=[O:15])[CH2:17][CH2:18]2)=[CH:28][CH:27]=1. The catalyst class is: 147. (3) Product: [CH2:45]([S:42]([NH:16][C:17]([CH:19]1[CH2:20][CH2:21][N:22]([C:25]2[C:35]([C:36]#[N:37])=[CH:34][C:28]([C:29]([O:31][CH2:32][CH3:33])=[O:30])=[C:27]([O:38][CH2:39][CH2:40][F:41])[N:26]=2)[CH2:23][CH2:24]1)=[O:18])(=[O:44])=[O:43])[C:46]1[CH:47]=[CH:48][CH:49]=[CH:50][CH:51]=1. The catalyst class is: 532. Reactant: CC1C=CC(S([O-])(=O)=O)=CC=1.[Na+].C([N:16]([S:42]([CH2:45][C:46]1[CH:51]=[CH:50][CH:49]=[CH:48][CH:47]=1)(=[O:44])=[O:43])[C:17]([CH:19]1[CH2:24][CH2:23][N:22]([C:25]2[C:35]([C:36]#[N:37])=[CH:34][C:28]([C:29]([O:31][CH2:32][CH3:33])=[O:30])=[C:27]([O:38][CH2:39][CH2:40][F:41])[N:26]=2)[CH2:21][CH2:20]1)=[O:18])C=C. (4) Reactant: [CH3:1][N:2]([CH3:16])[C:3](=[O:15])[C@H:4]([C@@H:12]([CH3:14])[OH:13])[NH:5][C:6]1[CH2:10][S:9][C:8](=[O:11])[N:7]=1.[F:17][C:18]([F:39])([F:38])[C:19]1[CH:33]=[C:32]([C:34]([F:37])([F:36])[F:35])[CH:31]=[CH:30][C:20]=1[CH2:21][N:22]1[CH2:27][CH2:26][CH:25]([CH:28]=O)[CH2:24][CH2:23]1.C([O-])(=O)C.[NH2+]1CCCCC1. Product: [F:39][C:18]([F:17])([F:38])[C:19]1[CH:33]=[C:32]([C:34]([F:37])([F:36])[F:35])[CH:31]=[CH:30][C:20]=1[CH2:21][N:22]1[CH2:27][CH2:26][CH:25](/[CH:28]=[C:10]2/[C:6]([NH:5][C@H:4]([C:3]([N:2]([CH3:1])[CH3:16])=[O:15])[C@@H:12]([CH3:14])[OH:13])=[N:7][C:8](=[O:11])[S:9]/2)[CH2:24][CH2:23]1. The catalyst class is: 41.